From a dataset of Full USPTO retrosynthesis dataset with 1.9M reactions from patents (1976-2016). Predict the reactants needed to synthesize the given product. (1) The reactants are: C(CC(=O)C)(=O)C.O.[NH3:9].Br[C:11]1[CH:12]=[C:13]([CH3:29])[C:14]([C:17]2[CH2:22][CH2:21][CH:20]([N:23]3[CH2:28][CH2:27][O:26][CH2:25][CH2:24]3)[CH2:19][CH:18]=2)=[N:15][CH:16]=1.C(=O)([O-])[O-].[Cs+].[Cs+]. Given the product [CH3:29][C:13]1[CH:12]=[C:11]([NH2:9])[CH:16]=[N:15][C:14]=1[C:17]1[CH2:22][CH2:21][CH:20]([N:23]2[CH2:28][CH2:27][O:26][CH2:25][CH2:24]2)[CH2:19][CH:18]=1, predict the reactants needed to synthesize it. (2) Given the product [C:1]([N:5]1[C:9]2[CH:10]=[CH:11][C:12]([C:14]3[CH:15]=[N:16][CH:17]=[C:18]([O:20][CH3:21])[CH:19]=3)=[CH:13][C:8]=2[N:7]=[C:6]1[C:22]1[CH:23]=[C:24]([CH:27]=[CH:28][CH:29]=1)[C:25]([NH:30][OH:31])=[NH:26])([CH3:4])([CH3:2])[CH3:3], predict the reactants needed to synthesize it. The reactants are: [C:1]([N:5]1[C:9]2[CH:10]=[CH:11][C:12]([C:14]3[CH:15]=[N:16][CH:17]=[C:18]([O:20][CH3:21])[CH:19]=3)=[CH:13][C:8]=2[N:7]=[C:6]1[C:22]1[CH:23]=[C:24]([CH:27]=[CH:28][CH:29]=1)[C:25]#[N:26])([CH3:4])([CH3:3])[CH3:2].[NH2:30][OH:31].